Task: Predict which catalyst facilitates the given reaction.. Dataset: Catalyst prediction with 721,799 reactions and 888 catalyst types from USPTO (1) Reactant: Cl[C:2]1[C:11]([C:12]([OH:14])=[O:13])=[CH:10][C:9]2[C:4](=[CH:5][CH:6]=[C:7]([Cl:15])[CH:8]=2)[N:3]=1.[NH2:16][C@@H:17]([CH2:21][C:22]1[CH:27]=[CH:26][C:25]([O:28][C:29]2[CH:34]=[CH:33][C:32]([CH3:35])=[CH:31][N:30]=2)=[CH:24][CH:23]=1)[C:18]([OH:20])=[O:19]. Product: [C:18]([C@@H:17]([NH:16][C:2]1[C:11]([C:12]([OH:14])=[O:13])=[CH:10][C:9]2[C:4](=[CH:5][CH:6]=[C:7]([Cl:15])[CH:8]=2)[N:3]=1)[CH2:21][C:22]1[CH:23]=[CH:24][C:25]([O:28][C:29]2[CH:34]=[CH:33][C:32]([CH3:35])=[CH:31][N:30]=2)=[CH:26][CH:27]=1)([OH:20])=[O:19]. The catalyst class is: 16. (2) Reactant: [NH2:1][C@H:2]1[CH2:6][CH2:5][N:4]([C:7]2[C:12]([C:13]([O:15][CH:16]([CH3:18])[CH3:17])=[O:14])=[CH:11][CH:10]=[CH:9][N:8]=2)[CH2:3]1.[CH2:19]([C:21]1[CH:22]=[C:23]([CH:26]=[CH:27][CH:28]=1)[CH:24]=O)[CH3:20].[BH-](OC(C)=O)(OC(C)=O)OC(C)=O.[Na+].O. Product: [CH2:19]([C:21]1[CH:22]=[C:23]([CH2:24][NH:1][C@H:2]2[CH2:6][CH2:5][N:4]([C:7]3[C:12]([C:13]([O:15][CH:16]([CH3:18])[CH3:17])=[O:14])=[CH:11][CH:10]=[CH:9][N:8]=3)[CH2:3]2)[CH:26]=[CH:27][CH:28]=1)[CH3:20]. The catalyst class is: 1.